Dataset: Forward reaction prediction with 1.9M reactions from USPTO patents (1976-2016). Task: Predict the product of the given reaction. (1) Given the reactants [NH2:1][CH2:2][C:3]1[N:7]([CH:8]2[CH2:13][CH2:12][N:11]([C:14]([O:16][C:17]([CH3:20])([CH3:19])[CH3:18])=[O:15])[CH2:10][CH2:9]2)[C:6]2[CH:21]=[CH:22][CH:23]=[CH:24][C:5]=2[N:4]=1.[N:25]1[C:34]2[C:33](=O)[CH2:32][CH2:31][CH2:30][C:29]=2[CH:28]=[CH:27][CH:26]=1.C(O)(=O)C.[BH-](OC(C)=O)(OC(C)=O)OC(C)=O.[Na+].C([O-])([O-])=O.[Na+].[Na+], predict the reaction product. The product is: [N:25]1[C:34]2[CH:33]([NH:1][CH2:2][C:3]3[N:7]([CH:8]4[CH2:13][CH2:12][N:11]([C:14]([O:16][C:17]([CH3:20])([CH3:18])[CH3:19])=[O:15])[CH2:10][CH2:9]4)[C:6]4[CH:21]=[CH:22][CH:23]=[CH:24][C:5]=4[N:4]=3)[CH2:32][CH2:31][CH2:30][C:29]=2[CH:28]=[CH:27][CH:26]=1. (2) Given the reactants [OH:1][C:2]1[CH:9]=[C:8]([CH3:10])[CH:7]=[CH:6][C:3]=1[C:4]#[N:5].[C:11](OC(=O)C)(=[O:13])[CH3:12].C(N(CC)CC)C, predict the reaction product. The product is: [C:11]([O:1][C:2]1[CH:9]=[C:8]([CH3:10])[CH:7]=[CH:6][C:3]=1[C:4]#[N:5])(=[O:13])[CH3:12]. (3) Given the reactants [CH2:1]([O:3][C:4]1[CH:13]=[C:12]2[C:7]([C:8]([C:25]([O:27][CH3:28])=[O:26])=[C:9]([CH3:24])[C:10]([C:14]3[CH:19]=[CH:18][CH:17]=[C:16]([C:20]([F:23])([F:22])[F:21])[CH:15]=3)=[N:11]2)=[CH:6][C:5]=1F)[CH3:2].[CH2:30]([S-:32])[CH3:31].[Na+].IC, predict the reaction product. The product is: [CH2:1]([O:3][C:4]1[CH:13]=[C:12]2[C:7]([C:8]([C:25]([O:27][CH3:28])=[O:26])=[C:9]([CH3:24])[C:10]([C:14]3[CH:19]=[CH:18][CH:17]=[C:16]([C:20]([F:22])([F:21])[F:23])[CH:15]=3)=[N:11]2)=[CH:6][C:5]=1[S:32][CH2:30][CH3:31])[CH3:2]. (4) Given the reactants [C:1]([O:5][C:6]([N:8]1[CH2:24][CH2:23][CH2:22][C:10]2([C:14]([C:15]3[CH:20]=[CH:19][CH:18]=[CH:17][CH:16]=3)=[N:13][NH:12][C:11]2=[O:21])[CH2:9]1)=[O:7])([CH3:4])([CH3:3])[CH3:2].[Li+].[CH3:26][Si]([N-][Si](C)(C)C)(C)C.CI, predict the reaction product. The product is: [C:1]([O:5][C:6]([N:8]1[CH2:24][CH2:23][CH2:22][C:10]2([C:14]([C:15]3[CH:20]=[CH:19][CH:18]=[CH:17][CH:16]=3)=[N:13][N:12]([CH3:26])[C:11]2=[O:21])[CH2:9]1)=[O:7])([CH3:4])([CH3:2])[CH3:3]. (5) Given the reactants ClC1C=C(Cl)C(Cl)=CC=1N.Cl.N([O-])=O.[Na+].[O:16]=[C:17]1[CH2:22][CH2:21][CH2:20][CH2:19][CH:18]1[C:23]([O:25]CC)=[O:24].[OH-].[Na+], predict the reaction product. The product is: [O:16]=[C:17]1[CH2:22][CH2:21][CH2:20][CH2:19][CH:18]1[C:23]([OH:25])=[O:24].